Dataset: Forward reaction prediction with 1.9M reactions from USPTO patents (1976-2016). Task: Predict the product of the given reaction. (1) The product is: [C:29]([NH:28][C:9]([CH2:10][CH2:11][C:12]([OH:14])=[O:13])([CH2:19][CH2:20][C:21]([OH:23])=[O:22])[CH2:8][CH2:7][C:6]([OH:32])=[O:5])(=[O:31])[CH3:30]. Given the reactants C([O:5][C:6](=[O:32])[CH2:7][CH2:8][C:9]([NH:28][C:29](=[O:31])[CH3:30])([CH2:19][CH2:20][C:21]([O:23]C(C)(C)C)=[O:22])[CH2:10][CH2:11][C:12]([O:14]C(C)(C)C)=[O:13])(C)(C)C, predict the reaction product. (2) Given the reactants [NH2:1][C:2]1([C:33]2[CH:38]=[CH:37][CH:36]=[CH:35][CH:34]=2)[CH2:7][CH2:6][N:5]([CH2:8][CH2:9][CH2:10][C:11]2([C:25]3[CH:30]=[CH:29][C:28]([Cl:31])=[C:27]([Cl:32])[CH:26]=3)[CH2:16][CH2:15][CH2:14][N:13]([C:17](=[O:24])[C:18]3[CH:23]=[CH:22][CH:21]=[CH:20][CH:19]=3)[CH2:12]2)[CH2:4][CH2:3]1.C(N(CC)CC)C.[C:46]1([C:51](Cl)=[O:52])[S:50][CH:49]=[CH:48][CH:47]=1.Cl, predict the reaction product. The product is: [OH2:24].[ClH:31].[C:17]([N:13]1[CH2:14][CH2:15][CH2:16][C:11]([C:25]2[CH:30]=[CH:29][C:28]([Cl:31])=[C:27]([Cl:32])[CH:26]=2)([CH2:10][CH2:9][CH2:8][N:5]2[CH2:4][CH2:3][C:2]([NH:1][C:51](=[O:52])[C:46]3[S:50][CH:49]=[CH:48][CH:47]=3)([C:33]3[CH:38]=[CH:37][CH:36]=[CH:35][CH:34]=3)[CH2:7][CH2:6]2)[CH2:12]1)(=[O:24])[C:18]1[CH:23]=[CH:22][CH:21]=[CH:20][CH:19]=1. (3) Given the reactants [Li+].[F:2][C:3]([F:23])([F:22])[C:4]1[CH:9]=[CH:8][C:7]([N:10]2[CH2:15][CH2:14][CH:13]([CH2:16][CH2:17][CH2:18][C:19]([O-:21])=O)[CH2:12][CH2:11]2)=[CH:6][CH:5]=1.F[P-](F)(F)(F)(F)F.CN(C)C(ON1C2C=CC=CC=2N=N1)=[N+](C)C.Cl.[N+:49]([C:52]1[CH:57]=[CH:56][C:55]([NH:58][CH:59]2[CH2:64][CH2:63][NH:62][CH2:61][CH2:60]2)=[CH:54][C:53]=1[C:65]([F:68])([F:67])[F:66])([O-:51])=[O:50].C(N(C(C)C)CC)(C)C.[O-2].[Al+3].[O-2].[O-2].[Al+3], predict the reaction product. The product is: [N+:49]([C:52]1[CH:57]=[CH:56][C:55]([NH:58][CH:59]2[CH2:60][CH2:61][N:62]([C:19](=[O:21])[CH2:18][CH2:17][CH2:16][CH:13]3[CH2:12][CH2:11][N:10]([C:7]4[CH:6]=[CH:5][C:4]([C:3]([F:2])([F:22])[F:23])=[CH:9][CH:8]=4)[CH2:15][CH2:14]3)[CH2:63][CH2:64]2)=[CH:54][C:53]=1[C:65]([F:68])([F:66])[F:67])([O-:51])=[O:50]. (4) Given the reactants Br[C:2]1[CH:7]=[CH:6][N:5]=[C:4]2[N:8]([S:24]([C:27]3[CH:33]=[CH:32][C:30]([CH3:31])=[CH:29][CH:28]=3)(=[O:26])=[O:25])[C:9]([C:11]3[CH2:16][CH2:15][N:14]([C:17]([O:19][C:20]([CH3:23])([CH3:22])[CH3:21])=[O:18])[CH2:13][CH:12]=3)=[CH:10][C:3]=12.[F:34][C:35]1[CH:41]=[CH:40][C:38]([NH2:39])=[CH:37][C:36]=1B1OC(C)(C)C(C)(C)O1.C(=O)([O-])[O-].[Na+].[Na+], predict the reaction product. The product is: [NH2:39][C:38]1[CH:37]=[CH:36][C:35]([F:34])=[C:41]([C:2]2[CH:7]=[CH:6][N:5]=[C:4]3[N:8]([S:24]([C:27]4[CH:33]=[CH:32][C:30]([CH3:31])=[CH:29][CH:28]=4)(=[O:26])=[O:25])[C:9]([C:11]4[CH2:16][CH2:15][N:14]([C:17]([O:19][C:20]([CH3:21])([CH3:23])[CH3:22])=[O:18])[CH2:13][CH:12]=4)=[CH:10][C:3]=23)[CH:40]=1. (5) Given the reactants [F:1][C:2]1[CH:3]=[CH:4][C:5]([O:10][C:11]2[CH:16]=[CH:15][CH:14]=[CH:13][CH:12]=2)=[C:6]([CH2:8]O)[CH:7]=1.P(Br)(Br)[Br:18].C([O-])(O)=O.[Na+], predict the reaction product. The product is: [Br:18][CH2:8][C:6]1[CH:7]=[C:2]([F:1])[CH:3]=[CH:4][C:5]=1[O:10][C:11]1[CH:16]=[CH:15][CH:14]=[CH:13][CH:12]=1.